Dataset: Catalyst prediction with 721,799 reactions and 888 catalyst types from USPTO. Task: Predict which catalyst facilitates the given reaction. (1) The catalyst class is: 16. Reactant: [CH3:1][O:2][C:3]1[CH:4]=[C:5]2[C:10](=[CH:11][C:12]=1[O:13][CH3:14])[NH:9][C:8](=[O:15])[CH:7]=[C:6]2[C:16]([F:19])([F:18])[F:17].[N+:20]([O-])([OH:22])=[O:21].S(=O)(=O)(O)O.ClCCl.CC(C)=O. Product: [CH3:1][O:2][C:3]1[CH:4]=[C:5]2[C:10](=[CH:11][C:12]=1[O:13][CH3:14])[NH:9][C:8](=[O:15])[C:7]([N+:20]([O-:22])=[O:21])=[C:6]2[C:16]([F:19])([F:18])[F:17]. (2) Reactant: C(OC([N:11]1[CH2:15][CH2:14][CH2:13][C@H:12]1[C:16]1[NH:17][CH:18]=[C:19]([CH3:21])[N:20]=1)=O)C1C=CC=CC=1. Product: [CH3:21][C:19]1[N:20]=[C:16]([C@@H:12]2[CH2:13][CH2:14][CH2:15][NH:11]2)[NH:17][CH:18]=1. The catalyst class is: 50.